From a dataset of Full USPTO retrosynthesis dataset with 1.9M reactions from patents (1976-2016). Predict the reactants needed to synthesize the given product. Given the product [C:57]([O:61][C:55](=[O:40])[NH:52][C:3]1[CH:4]=[C:5]([CH2:6][C:7]2[C:8]([CH3:15])=[C:9]([CH3:14])[C:10](=[O:13])[NH:11][N:12]=2)[CH:16]=[CH:17][C:2]=1[F:1])([CH3:60])([CH3:59])[CH3:58], predict the reactants needed to synthesize it. The reactants are: [F:1][C:2]1[CH:17]=[CH:16][C:5]([CH2:6][C:7]2[C:8]([CH3:15])=[C:9]([CH3:14])[C:10](=[O:13])[NH:11][N:12]=2)=[CH:4][C:3]=1C(N1CCN2C(C(F)(F)F)=NN=C2C1)=O.C1(P(N=[N+]=[N-])(C2C=CC=CC=2)=[O:40])C=CC=CC=1.CC[N:52]([CH2:55]C)CC.[C:57]([OH:61])([CH3:60])([CH3:59])[CH3:58].C1(C)C=CC=CC=1.